From a dataset of Catalyst prediction with 721,799 reactions and 888 catalyst types from USPTO. Predict which catalyst facilitates the given reaction. Reactant: [NH:1]1[C:5]2[CH:6]=[CH:7][CH:8]=[CH:9][C:4]=2[N:3]=[C:2]1[C:10]([N:12]1[CH2:15][CH:14]([C:16]2[C:21]([Cl:22])=[N:20][CH:19]=[CH:18][N:17]=2)[CH2:13]1)=[O:11].[H-].[Na+].[F:25][C:26]([F:30])([F:29])[CH2:27]I. Product: [Cl:22][C:21]1[C:16]([CH:14]2[CH2:13][N:12]([C:10]([C:2]3[N:3]([CH2:27][C:26]([F:30])([F:29])[F:25])[C:4]4[CH:9]=[CH:8][CH:7]=[CH:6][C:5]=4[N:1]=3)=[O:11])[CH2:15]2)=[N:17][CH:18]=[CH:19][N:20]=1. The catalyst class is: 3.